This data is from Full USPTO retrosynthesis dataset with 1.9M reactions from patents (1976-2016). The task is: Predict the reactants needed to synthesize the given product. (1) The reactants are: [F:1][C:2]1[CH:3]=[C:4]([C:8]2[CH:12]=[C:11]([NH:13][C:14](=[O:16])[CH3:15])[NH:10][N:9]=2)[CH:5]=[CH:6][CH:7]=1.[I:17](O)(=O)=O.II. Given the product [F:1][C:2]1[CH:3]=[C:4]([C:8]2[C:12]([I:17])=[C:11]([NH:13][C:14](=[O:16])[CH3:15])[NH:10][N:9]=2)[CH:5]=[CH:6][CH:7]=1, predict the reactants needed to synthesize it. (2) Given the product [F:19][C@@:20]([CH3:35])([C:24]([NH:26][CH2:27][C:28]([F:33])([F:34])[C:29]([F:32])([F:30])[F:31])=[O:25])[C:21]([NH:1][C@@H:2]1[C:8](=[O:9])[N:7]([CH3:10])[C:6]2[CH:11]=[CH:12][CH:13]=[CH:14][C:5]=2[C:4]2[CH:15]=[CH:16][CH:17]=[CH:18][C:3]1=2)=[O:22], predict the reactants needed to synthesize it. The reactants are: [NH2:1][C@@H:2]1[C:8](=[O:9])[N:7]([CH3:10])[C:6]2[CH:11]=[CH:12][CH:13]=[CH:14][C:5]=2[C:4]2[CH:15]=[CH:16][CH:17]=[CH:18][C:3]1=2.[F:19][C@@:20]([CH3:35])([C:24]([NH:26][CH2:27][C:28]([F:34])([F:33])[C:29]([F:32])([F:31])[F:30])=[O:25])[C:21](O)=[O:22]. (3) Given the product [F:1][C:2]1[C:18]([C:19]([OH:16])=[O:20])=[CH:6][CH:5]=[CH:4][C:3]=1[C:10]1[CH:15]=[CH:14][CH:13]=[CH:12][CH:11]=1, predict the reactants needed to synthesize it. The reactants are: [F:1][C:2]1C(C#N)=[CH:6][CH:5]=[CH:4][C:3]=1[C:10]1[CH:15]=[CH:14][CH:13]=[CH:12][CH:11]=1.[OH-:16].[Na+].[CH3:18][CH2:19][OH:20]. (4) Given the product [C:1]([C:5]1[N:6]=[C:7]([N:16]2[CH2:20][CH2:19][C:18]([F:21])([F:22])[CH2:17]2)[C:8]2[C:9](=[N:11][N:12]([CH2:14][C:15]3[N:49]=[C:48]([CH3:50])[O:47][N:46]=3)[N:13]=2)[N:10]=1)([CH3:2])([CH3:3])[CH3:4], predict the reactants needed to synthesize it. The reactants are: [C:1]([C:5]1[N:6]=[C:7]([N:16]2[CH2:20][CH2:19][C:18]([F:22])([F:21])[CH2:17]2)[C:8]2[C:9](=[N:11][N:12]([CH2:14][CH3:15])[N:13]=2)[N:10]=1)([CH3:4])([CH3:3])[CH3:2].C(C1N=C(N2CCC(F)(F)C2)C2N=NNC=2N=1)(C)(C)C.ClCC1[N:49]=[C:48]([CH3:50])[O:47][N:46]=1. (5) Given the product [N+:1]([C:4]1[CH:8]=[CH:7][N:6]([CH2:12][C:13]([NH2:15])=[O:14])[N:5]=1)([O-:3])=[O:2], predict the reactants needed to synthesize it. The reactants are: [N+:1]([C:4]1[CH:8]=[CH:7][NH:6][N:5]=1)([O-:3])=[O:2].[H-].[Na+].Br[CH2:12][C:13]([NH2:15])=[O:14]. (6) Given the product [NH2:1][C:4]1[CH:9]=[CH:8][C:7]([CH2:10][CH2:11][N:12]2[CH2:16][CH2:15][O:14][C:13]2=[O:17])=[CH:6][CH:5]=1, predict the reactants needed to synthesize it. The reactants are: [N+:1]([C:4]1[CH:9]=[CH:8][C:7]([CH2:10][CH2:11][N:12]2[CH2:16][CH2:15][O:14][C:13]2=[O:17])=[CH:6][CH:5]=1)([O-])=O.[H][H]. (7) Given the product [C:38]1([NH:37][S:34]([C:30]2[CH:29]=[C:28]([NH:27][C:12]([C:11]3[CH:10]=[N:9][N:8]4[C:3]([C:2]([F:25])([F:1])[F:26])=[CH:4][C:5]([C:15]5[CH:16]=[CH:17][C:18]([C:21]([F:22])([F:23])[F:24])=[CH:19][CH:20]=5)=[N:6][C:7]=34)=[O:13])[CH:33]=[CH:32][CH:31]=2)(=[O:35])=[O:36])[CH:39]=[CH:40][CH:41]=[CH:42][CH:43]=1, predict the reactants needed to synthesize it. The reactants are: [F:1][C:2]([F:26])([F:25])[C:3]1[N:8]2[N:9]=[CH:10][C:11]([C:12](O)=[O:13])=[C:7]2[N:6]=[C:5]([C:15]2[CH:20]=[CH:19][C:18]([C:21]([F:24])([F:23])[F:22])=[CH:17][CH:16]=2)[CH:4]=1.[NH2:27][C:28]1[CH:29]=[C:30]([S:34]([NH:37][C:38]2[CH:43]=[CH:42][CH:41]=[CH:40][CH:39]=2)(=[O:36])=[O:35])[CH:31]=[CH:32][CH:33]=1.